The task is: Predict the reactants needed to synthesize the given product.. This data is from Full USPTO retrosynthesis dataset with 1.9M reactions from patents (1976-2016). (1) Given the product [Cl:17][C:14]1[CH:15]=[CH:16][C:11]([NH:10][C:8](=[O:9])[C:7]2[CH:18]=[C:3]([CH:4]=[CH:5][C:6]=2[O:19][CH3:20])[C:1]([NH2:2])=[O:24])=[CH:12][CH:13]=1, predict the reactants needed to synthesize it. The reactants are: [C:1]([C:3]1[CH:4]=[CH:5][C:6]([O:19][CH3:20])=[C:7]([CH:18]=1)[C:8]([NH:10][C:11]1[CH:16]=[CH:15][C:14]([Cl:17])=[CH:13][CH:12]=1)=[O:9])#[N:2].OO.C(=O)([O-])[O-:24].[K+].[K+].O. (2) Given the product [C:12]([O:11][C:9]([N:23]1[C:24]2[C:20](=[C:19]([Br:18])[CH:27]=[CH:26][CH:25]=2)[CH:21]=[CH:22]1)=[O:10])([CH3:13])([CH3:14])[CH3:15], predict the reactants needed to synthesize it. The reactants are: [C:9](O[C:9]([O:11][C:12]([CH3:15])([CH3:14])[CH3:13])=[O:10])([O:11][C:12]([CH3:15])([CH3:14])[CH3:13])=[O:10].[H-].[Na+].[Br:18][C:19]1[CH:27]=[CH:26][CH:25]=[C:24]2[C:20]=1[CH:21]=[CH:22][NH:23]2.